This data is from Peptide-MHC class II binding affinity with 134,281 pairs from IEDB. The task is: Regression. Given a peptide amino acid sequence and an MHC pseudo amino acid sequence, predict their binding affinity value. This is MHC class II binding data. The peptide sequence is QNLARTISEAGQAMA. The MHC is DRB1_0405 with pseudo-sequence DRB1_0405. The binding affinity (normalized) is 0.237.